This data is from Forward reaction prediction with 1.9M reactions from USPTO patents (1976-2016). The task is: Predict the product of the given reaction. (1) The product is: [CH3:33][N:34]([CH3:35])[CH2:36][C:37]([N:3]1[CH2:8][CH2:7][CH:6]([NH:9][C:10]([C:12]2[CH:32]=[CH:31][C:15]3[N:16]([CH3:30])[C:17]([NH:19][C:20]4[S:21][C:22]5[CH:28]=[C:27]([Cl:29])[CH:26]=[CH:25][C:23]=5[N:24]=4)=[N:18][C:14]=3[CH:13]=2)=[O:11])[CH2:5][CH2:4]1)=[O:38]. Given the reactants Cl.Cl.[NH:3]1[CH2:8][CH2:7][CH:6]([NH:9][C:10]([C:12]2[CH:32]=[CH:31][C:15]3[N:16]([CH3:30])[C:17]([NH:19][C:20]4[S:21][C:22]5[CH:28]=[C:27]([Cl:29])[CH:26]=[CH:25][C:23]=5[N:24]=4)=[N:18][C:14]=3[CH:13]=2)=[O:11])[CH2:5][CH2:4]1.[CH3:33][N:34]([CH2:36][C:37](O)=[O:38])[CH3:35].CN(C(ON1N=NC2C=CC=CC1=2)=[N+](C)C)C.F[P-](F)(F)(F)(F)F.CCN(C(C)C)C(C)C, predict the reaction product. (2) The product is: [NH2:7][C:8]1[N:12]([CH:13]2[CH2:18][CH2:17][CH2:16][N:15]([C:38]#[N:37])[CH2:14]2)[N:11]=[C:10]([C:19]2[CH:24]=[CH:23][C:22]([O:25][C:26]3[CH:31]=[CH:30][C:29]([F:32])=[CH:28][C:27]=3[F:33])=[CH:21][CH:20]=2)[C:9]=1[C:34]([NH2:36])=[O:35]. Given the reactants C(=O)([O-])[O-].[K+].[K+].[NH2:7][C:8]1[N:12]([CH:13]2[CH2:18][CH2:17][CH2:16][NH:15][CH2:14]2)[N:11]=[C:10]([C:19]2[CH:24]=[CH:23][C:22]([O:25][C:26]3[CH:31]=[CH:30][C:29]([F:32])=[CH:28][C:27]=3[F:33])=[CH:21][CH:20]=2)[C:9]=1[C:34]([NH2:36])=[O:35].[N:37]#[C:38]Br.O, predict the reaction product. (3) The product is: [NH2:8][C:12]1([C:24]2[CH:25]=[C:26]([C:30]3[CH:35]=[CH:34][CH:33]=[C:32]([O:36][CH3:37])[CH:31]=3)[CH:27]=[CH:28][CH:29]=2)[CH2:13][CH:14]([O:16][Si:17]([C:20]([CH3:21])([CH3:23])[CH3:22])([CH3:18])[CH3:19])[CH2:15][CH:11]1[CH2:10][OH:9]. Given the reactants C([N:8]1[C:12]2([C:24]3[CH:25]=[C:26]([C:30]4[CH:35]=[CH:34][CH:33]=[C:32]([O:36][CH3:37])[CH:31]=4)[CH:27]=[CH:28][CH:29]=3)[CH2:13][CH:14]([O:16][Si:17]([C:20]([CH3:23])([CH3:22])[CH3:21])([CH3:19])[CH3:18])[CH2:15][CH:11]2[CH2:10][O:9]1)C1C=CC=CC=1, predict the reaction product. (4) Given the reactants [Br:1][C:2]1[CH:7]=[CH:6][C:5]([CH2:8][CH2:9][CH3:10])=[C:4]([N+:11]([O-])=O)[CH:3]=1.O, predict the reaction product. The product is: [Br:1][C:2]1[CH:7]=[CH:6][C:5]([CH2:8][CH2:9][CH3:10])=[C:4]([NH2:11])[CH:3]=1.